From a dataset of NCI-60 drug combinations with 297,098 pairs across 59 cell lines. Regression. Given two drug SMILES strings and cell line genomic features, predict the synergy score measuring deviation from expected non-interaction effect. (1) Drug 1: CC1=C2C(C(=O)C3(C(CC4C(C3C(C(C2(C)C)(CC1OC(=O)C(C(C5=CC=CC=C5)NC(=O)OC(C)(C)C)O)O)OC(=O)C6=CC=CC=C6)(CO4)OC(=O)C)OC)C)OC. Drug 2: CC1=C(C(=CC=C1)Cl)NC(=O)C2=CN=C(S2)NC3=CC(=NC(=N3)C)N4CCN(CC4)CCO. Cell line: NCIH23. Synergy scores: CSS=59.1, Synergy_ZIP=6.14, Synergy_Bliss=6.42, Synergy_Loewe=8.68, Synergy_HSA=10.9. (2) Drug 1: CC1=C(C=C(C=C1)C(=O)NC2=CC(=CC(=C2)C(F)(F)F)N3C=C(N=C3)C)NC4=NC=CC(=N4)C5=CN=CC=C5. Drug 2: C(CC(=O)O)C(=O)CN.Cl. Cell line: UO-31. Synergy scores: CSS=2.25, Synergy_ZIP=2.75, Synergy_Bliss=-4.03, Synergy_Loewe=-0.713, Synergy_HSA=-3.02. (3) Drug 1: C(=O)(N)NO. Drug 2: C1CN(P(=O)(OC1)NCCCl)CCCl. Cell line: ACHN. Synergy scores: CSS=2.36, Synergy_ZIP=0.756, Synergy_Bliss=1.52, Synergy_Loewe=2.39, Synergy_HSA=-0.702. (4) Drug 1: CC1=CC=C(C=C1)C2=CC(=NN2C3=CC=C(C=C3)S(=O)(=O)N)C(F)(F)F. Drug 2: CC1=C(C(CCC1)(C)C)C=CC(=CC=CC(=CC(=O)O)C)C. Cell line: MDA-MB-231. Synergy scores: CSS=11.4, Synergy_ZIP=-4.91, Synergy_Bliss=-4.92, Synergy_Loewe=-2.98, Synergy_HSA=-2.30. (5) Drug 1: C1CN1C2=NC(=NC(=N2)N3CC3)N4CC4. Drug 2: CC1=CC2C(CCC3(C2CCC3(C(=O)C)OC(=O)C)C)C4(C1=CC(=O)CC4)C. Cell line: SK-MEL-28. Synergy scores: CSS=13.9, Synergy_ZIP=-4.67, Synergy_Bliss=-1.01, Synergy_Loewe=-3.75, Synergy_HSA=-0.0113.